Dataset: Forward reaction prediction with 1.9M reactions from USPTO patents (1976-2016). Task: Predict the product of the given reaction. (1) Given the reactants [F:1][C:2]1[CH:30]=[CH:29][C:5]([CH2:6][N:7]2[C:15]3[C:10](=[CH:11][CH:12]=[CH:13][CH:14]=3)[C:9]3[CH2:16][C@@H:17]([CH2:27][OH:28])[N:18]([C:20]([O:22][C:23]([CH3:26])([CH3:25])[CH3:24])=[O:21])[CH2:19][C:8]2=3)=[CH:4][CH:3]=1.[H-].[Na+].I[CH3:34].CN([CH:38]=[O:39])C, predict the reaction product. The product is: [F:1][C:2]1[CH:30]=[CH:29][C:5]([CH2:6][N:7]2[C:15]3[C:10](=[CH:11][CH:12]=[CH:13][CH:14]=3)[C:9]3[CH2:16][C:17]([CH3:34])([C:27]([O:39][CH3:38])=[O:28])[N:18]([C:20]([O:22][C:23]([CH3:26])([CH3:24])[CH3:25])=[O:21])[CH2:19][C:8]2=3)=[CH:4][CH:3]=1. (2) Given the reactants [Br:1][C:2]1[CH:7]=[CH:6][C:5]([OH:8])=[C:4]([C:9]([CH3:12])([CH3:11])[CH3:10])[CH:3]=1.C(=O)([O-])[O-].[K+].[K+].Cl[C:20]([F:27])([F:26])C(OCC)=O, predict the reaction product. The product is: [Br:1][C:2]1[CH:7]=[CH:6][C:5]([O:8][CH:20]([F:27])[F:26])=[C:4]([C:9]([CH3:12])([CH3:11])[CH3:10])[CH:3]=1. (3) The product is: [CH3:28][O:27][C:18]1[CH:17]=[CH:16][C:15]2[C:20](=[CH:21][CH:22]=[C:23]3[C:14]=2[CH:13]([C:29]2[CH:43]=[CH:42][C:32]([O:33][CH2:34][CH2:35][N:36]4[CH2:37][CH2:38][CH2:39][CH2:40][CH2:41]4)=[CH:31][CH:30]=2)[O:12][C:11]2[C:24]3=[CH:25][CH:26]=[C:9]([OH:8])[CH:10]=2)[CH:19]=1. Given the reactants C([O:8][C:9]1[CH:10]=[C:11]2[C:24](=[CH:25][CH:26]=1)[C:23]1[C:14](=[C:15]3[C:20](=[CH:21][CH:22]=1)[CH:19]=[C:18]([O:27][CH3:28])[CH:17]=[CH:16]3)[CH:13]([C:29]1[CH:43]=[CH:42][C:32]([O:33][CH2:34][CH2:35][N:36]3[CH2:41][CH2:40][CH2:39][CH2:38][CH2:37]3)=[CH:31][CH:30]=1)[O:12]2)C1C=CC=CC=1.[H][H], predict the reaction product.